From a dataset of Forward reaction prediction with 1.9M reactions from USPTO patents (1976-2016). Predict the product of the given reaction. (1) Given the reactants [NH2:1][C:2]1[CH:28]=[C:27]([Cl:29])[CH:26]=[CH:25][C:3]=1[O:4][CH2:5][CH2:6][CH2:7][N:8]1[CH2:13][CH2:12][C:11]([CH2:15][C:16]2[CH:21]=[CH:20][C:19]([Cl:22])=[CH:18][CH:17]=2)([OH:14])[C:10]([CH3:24])([CH3:23])[CH2:9]1.C(N(CC)CC)C.[C:37](Cl)(=[O:39])[CH3:38], predict the reaction product. The product is: [Cl:29][C:27]1[CH:26]=[CH:25][C:3]([O:4][CH2:5][CH2:6][CH2:7][N:8]2[CH2:13][CH2:12][C:11]([CH2:15][C:16]3[CH:21]=[CH:20][C:19]([Cl:22])=[CH:18][CH:17]=3)([OH:14])[C:10]([CH3:24])([CH3:23])[CH2:9]2)=[C:2]([NH:1][C:37](=[O:39])[CH3:38])[CH:28]=1. (2) Given the reactants C[O:2][C:3]1[CH:4]=[C:5]([CH2:20][C:21](NC2C=CC(C3(CC(O)=O)CC4C(=CC=CC=4)C3)=CC=2)=[O:22])[CH:6]=[CH:7][C:8]=1[NH:9]C(NC1C=CC=CC=1C)=O.C([O-])=O.[NH4+].[CH2:47]([OH:49])[CH3:48], predict the reaction product. The product is: [CH2:47]([O:49][C:21](=[O:22])[CH2:20][C:5]1[CH:6]=[CH:7][C:8]([NH2:9])=[C:3]([OH:2])[CH:4]=1)[CH3:48]. (3) Given the reactants N12CN3CC(CN(C3)P1)C2.[CH3:11][N:12]1[C@@H:28]2[CH2:29][C:17]3[CH:18]=[CH:19][C:20]([O:31][CH3:32])=[C:21]4[O:22][C@H:23]5[C@@H:24]([OH:30])[CH:25]=[CH:26][C@@H:27]2[C@:15]5([C:16]=34)[CH2:14][CH2:13]1.[OH-].[Na+], predict the reaction product. The product is: [CH3:11][N:12]1[C@@H:28]2[CH2:29][C:17]3[CH:18]=[CH:19][C:20]([O:31][CH3:32])=[C:21]4[O:22][C@H:23]5[C:24]([CH2:25][CH2:26][C@@H:27]2[C@:15]5([C:16]=34)[CH2:14][CH2:13]1)=[O:30]. (4) Given the reactants [CH3:1][O:2][C:3](=[O:28])[NH:4][CH:5]([C:9]([N:11]1[CH2:15][CH2:14][CH2:13][CH:12]1[C:16]1[NH:17][C:18]([C:21]2[CH:26]=[CH:25][C:24](Br)=[CH:23][CH:22]=2)=[CH:19][N:20]=1)=[O:10])[CH:6]([CH3:8])[CH3:7].[CH3:29][O:30][C:31](=[O:57])[NH:32][CH:33]([C:37]([N:39]1[CH2:43][CH2:42][CH2:41][CH:40]1[C:44]1[NH:45][C:46]([C:49]2[CH:54]=[CH:53][C:52]([C:55]#[CH:56])=[CH:51][CH:50]=2)=[CH:47][N:48]=1)=[O:38])[CH:34]([CH3:36])[CH3:35].C(N(CC)CC)C.N#N, predict the reaction product. The product is: [CH3:1][O:2][C:3](=[O:28])[NH:4][CH:5]([C:9]([N:11]1[CH2:15][CH2:14][CH2:13][CH:12]1[C:16]1[NH:17][C:18]([C:21]2[CH:26]=[CH:25][C:24]([C:56]#[C:55][C:52]3[CH:53]=[CH:54][C:49]([C:46]4[NH:45][C:44]([CH:40]5[CH2:41][CH2:42][CH2:43][N:39]5[C:37](=[O:38])[CH:33]([NH:32][C:31]([O:30][CH3:29])=[O:57])[CH:34]([CH3:36])[CH3:35])=[N:48][CH:47]=4)=[CH:50][CH:51]=3)=[CH:23][CH:22]=2)=[CH:19][N:20]=1)=[O:10])[CH:6]([CH3:8])[CH3:7]. (5) The product is: [CH3:11][C:8]1([CH3:12])[CH2:7][O:6][C:5]2[CH:13]=[CH:14][C:2]([C:20]#[C:19][Si:16]([CH3:18])([CH3:17])[CH3:15])=[CH:3][C:4]=2[O:10][CH2:9]1. Given the reactants I[C:2]1[CH:14]=[CH:13][C:5]2[O:6][CH2:7][C:8]([CH3:12])([CH3:11])[CH2:9][O:10][C:4]=2[CH:3]=1.[CH3:15][Si:16]([C:19]#[CH:20])([CH3:18])[CH3:17].CCOC(C)=O.O=[Si]=O, predict the reaction product. (6) Given the reactants [F:1][C:2]1[C:3]([NH:19][C@@H:20]2[CH2:25][CH2:24][CH2:23][N:22]([C:26](=[O:29])[CH:27]=[CH2:28])[CH2:21]2)=[N:4][C:5]([NH:8][C:9]2[CH:10]=[C:11]3[C:16](=[CH:17][CH:18]=2)[CH2:15][NH:14][CH2:13][CH2:12]3)=[N:6][CH:7]=1.[C:30]1(=O)[CH2:33][CH2:32][CH2:31]1.C(N(CC)CC)C.C(O[BH-](OC(=O)C)OC(=O)C)(=O)C.[Na+], predict the reaction product. The product is: [CH:30]1([N:14]2[CH2:13][CH2:12][C:11]3[C:16](=[CH:17][CH:18]=[C:9]([NH:8][C:5]4[N:4]=[C:3]([NH:19][C@@H:20]5[CH2:25][CH2:24][CH2:23][N:22]([C:26](=[O:29])[CH:27]=[CH2:28])[CH2:21]5)[C:2]([F:1])=[CH:7][N:6]=4)[CH:10]=3)[CH2:15]2)[CH2:33][CH2:32][CH2:31]1. (7) Given the reactants [F:1][C:2]1[CH:7]=[CH:6][CH:5]=[C:4]([F:8])[C:3]=1[C:9]1[NH:13][C:12]([C:14]2[N:19]=[C:18]([NH:20][S:21]([CH:24]([CH3:26])[CH3:25])(=[O:23])=[O:22])[C:17]([N+:27]([O-:29])=[O:28])=[CH:16][CH:15]=2)=[C:11]([C:30]2[CH:35]=[CH:34][CH:33]=[CH:32][CH:31]=2)[N:10]=1.[BH4-].[Na+], predict the reaction product. The product is: [N+:27]([C:17]1[C:18]([NH:20][S:21]([CH:24]([CH3:26])[CH3:25])(=[O:23])=[O:22])=[N:19][C:14]([C:12]#[C:11][C:30]2[CH:35]=[CH:34][CH:33]=[CH:32][CH:31]=2)=[CH:15][CH:16]=1)([O-:29])=[O:28].[NH2:27][C:17]1[C:18]([NH:20][S:21]([CH:24]([CH3:26])[CH3:25])(=[O:23])=[O:22])=[N:19][C:14]([C:12]2[NH:13][C:9]([C:3]3[C:2]([F:1])=[CH:7][CH:6]=[CH:5][C:4]=3[F:8])=[N:10][C:11]=2[C:30]2[CH:31]=[CH:32][CH:33]=[CH:34][CH:35]=2)=[CH:15][CH:16]=1. (8) Given the reactants [CH3:1][O:2][C:3]1[CH:44]=[CH:43][CH:42]=[CH:41][C:4]=1[CH2:5][O:6][CH2:7][CH2:8][CH2:9][O:10][C:11]1[CH:16]=[CH:15][C:14]([CH:17]2[CH2:22][CH2:21][N:20]([C:23]([O:25][C:26]([CH3:29])([CH3:28])[CH3:27])=[O:24])[CH2:19][CH:18]2[O:30][CH2:31][C:32]2[CH:37]=[CH:36][CH:35]=[C:34]([N+:38]([O-])=O)[CH:33]=2)=[CH:13][CH:12]=1, predict the reaction product. The product is: [NH2:38][C:34]1[CH:33]=[C:32]([CH:37]=[CH:36][CH:35]=1)[CH2:31][O:30][CH:18]1[CH:17]([C:14]2[CH:13]=[CH:12][C:11]([O:10][CH2:9][CH2:8][CH2:7][O:6][CH2:5][C:4]3[CH:41]=[CH:42][CH:43]=[CH:44][C:3]=3[O:2][CH3:1])=[CH:16][CH:15]=2)[CH2:22][CH2:21][N:20]([C:23]([O:25][C:26]([CH3:27])([CH3:29])[CH3:28])=[O:24])[CH2:19]1. (9) The product is: [C:1]([Si:5]([CH3:22])([CH3:21])[O:6][C:7]1[CH:16]=[C:15]2[C:10]([C:11]([CH2:18][CH2:19][O:20][Si:23]([C:26]([CH3:29])([CH3:28])[CH3:27])([CH3:25])[CH3:24])=[CH:12][C:13](=[O:17])[O:14]2)=[CH:9][CH:8]=1)([CH3:4])([CH3:3])[CH3:2]. Given the reactants [C:1]([Si:5]([CH3:22])([CH3:21])[O:6][C:7]1[CH:16]=[C:15]2[C:10]([C:11]([CH2:18][CH2:19][OH:20])=[CH:12][C:13](=[O:17])[O:14]2)=[CH:9][CH:8]=1)([CH3:4])([CH3:3])[CH3:2].[Si:23](Cl)([C:26]([CH3:29])([CH3:28])[CH3:27])([CH3:25])[CH3:24].N1C=CN=C1, predict the reaction product. (10) Given the reactants [N:1]1([C:7]2[CH:12]=[CH:11][C:10]([NH:13][C:14]([C:16]3[CH:17]=[C:18]([CH:30]=[CH:31][CH:32]=3)[CH2:19][S:20][C:21]3[CH:22]=[C:23]([CH:27]=[CH:28][CH:29]=3)[C:24]([OH:26])=[O:25])=[O:15])=[C:9]([C:33]3[CH:38]=[C:37]([C:39](=[O:52])[NH:40][CH2:41][C:42]4[CH:47]=[CH:46][CH:45]=[C:44]([C:48]([F:51])([F:50])[F:49])[CH:43]=4)[CH:36]=[CH:35][N:34]=3)[CH:8]=2)[CH2:6][CH2:5][CH2:4][CH2:3][CH2:2]1.C1COCC1.[OH2:58].OOS([O-])=O.[K+].C[OH:66], predict the reaction product. The product is: [N:1]1([C:7]2[CH:12]=[CH:11][C:10]([NH:13][C:14]([C:16]3[CH:17]=[C:18]([CH:30]=[CH:31][CH:32]=3)[CH2:19][S:20]([C:21]3[CH:22]=[C:23]([CH:27]=[CH:28][CH:29]=3)[C:24]([OH:26])=[O:25])(=[O:66])=[O:58])=[O:15])=[C:9]([C:33]3[CH:38]=[C:37]([C:39](=[O:52])[NH:40][CH2:41][C:42]4[CH:47]=[CH:46][CH:45]=[C:44]([C:48]([F:51])([F:49])[F:50])[CH:43]=4)[CH:36]=[CH:35][N:34]=3)[CH:8]=2)[CH2:6][CH2:5][CH2:4][CH2:3][CH2:2]1.